From a dataset of Full USPTO retrosynthesis dataset with 1.9M reactions from patents (1976-2016). Predict the reactants needed to synthesize the given product. Given the product [CH3:8][C:6]1([CH3:9])[CH2:5][C:4]([CH3:11])([CH3:10])[C:3](=[O:12])[C:2]([C:17]2[CH:18]=[CH:19][CH:20]=[CH:21][C:16]=2[N+:13]([O-:15])=[O:14])=[CH:7]1, predict the reactants needed to synthesize it. The reactants are: I[C:2]1[C:3](=[O:12])[C:4]([CH3:11])([CH3:10])[CH2:5][C:6]([CH3:9])([CH3:8])[CH:7]=1.[N+:13]([C:16]1[CH:21]=[CH:20][CH:19]=[CH:18][C:17]=1B(O)O)([O-:15])=[O:14].C(P(C(C)(C)C)C1C=CC=CC=1C1C=CC=CC=1)(C)(C)C.O.O.O.O.O.O.O.O.[OH-].[Ba+2].[OH-].